From a dataset of Forward reaction prediction with 1.9M reactions from USPTO patents (1976-2016). Predict the product of the given reaction. (1) The product is: [CH2:7]([C:8]1[O:9][N:18]=[C:12]([C:13]([O:15][CH2:16][CH3:17])=[O:14])[N:11]=1)[C:1]1[CH:6]=[CH:5][CH:4]=[CH:3][CH:2]=1. Given the reactants [C:1]1([CH2:7][C:8](Cl)=[O:9])[CH:6]=[CH:5][CH:4]=[CH:3][CH:2]=1.[NH2:11][C:12](=[N:18]O)[C:13]([O:15][CH2:16][CH3:17])=[O:14].C(N(CC)C(C)C)(C)C.O, predict the reaction product. (2) Given the reactants [CH2:1]([N:8]1[CH2:13][CH2:12][CH:11]2[CH2:14][N:15](C(OC(C)(C)C)=O)[CH2:16][CH:10]2[CH2:9]1)[C:2]1[CH:7]=[CH:6][CH:5]=[CH:4][CH:3]=1.[ClH:24].C(OCC)C, predict the reaction product. The product is: [Cl-:24].[CH2:1]([NH+:8]1[CH2:13][CH2:12][CH:11]2[CH2:14][NH2+:15][CH2:16][CH:10]2[CH2:9]1)[C:2]1[CH:7]=[CH:6][CH:5]=[CH:4][CH:3]=1.[Cl-:24]. (3) Given the reactants [CH3:1][C:2]1[CH:3]=[C:4]2[C:9](=[CH:10][CH:11]=1)[N:8]=[CH:7][C:6]([N+:12]([O-:14])=[O:13])=[C:5]2O.O=P(Cl)(Cl)[Cl:18], predict the reaction product. The product is: [Cl:18][C:5]1[C:4]2[C:9](=[CH:10][CH:11]=[C:2]([CH3:1])[CH:3]=2)[N:8]=[CH:7][C:6]=1[N+:12]([O-:14])=[O:13].